This data is from CYP2C19 inhibition data for predicting drug metabolism from PubChem BioAssay. The task is: Regression/Classification. Given a drug SMILES string, predict its absorption, distribution, metabolism, or excretion properties. Task type varies by dataset: regression for continuous measurements (e.g., permeability, clearance, half-life) or binary classification for categorical outcomes (e.g., BBB penetration, CYP inhibition). Dataset: cyp2c19_veith. (1) The compound is O=[N+]([O-])c1cc(O)c(O)c([N+](=O)[O-])c1. The result is 0 (non-inhibitor). (2) The drug is CN(C)C(=O)c1ccc(-c2cc(NCc3cccnc3)ncn2)cc1. The result is 0 (non-inhibitor). (3) The drug is O=C1Nc2ccccc2/C1=N/c1sc2c(c1C(=O)NCCc1ccccc1)CCCC2. The result is 1 (inhibitor). (4) The result is 0 (non-inhibitor). The compound is Cc1ccc(S(=O)(=O)N[C@H](CO)C(=O)O)cc1. (5) The compound is COc1cccc(Cn2c(=O)c(-c3cc(F)cc(F)c3)nc3cnc(N4CCN(C)CC4)nc32)c1. The result is 0 (non-inhibitor). (6) The compound is CCOC(=O)N1CCN(C(=O)CSCc2nc(-c3ccccc3F)oc2C)CC1. The result is 1 (inhibitor). (7) The molecule is CCC(=O)N1CCN(C(=O)c2ccccc2)CC1. The result is 0 (non-inhibitor).